Dataset: Catalyst prediction with 721,799 reactions and 888 catalyst types from USPTO. Task: Predict which catalyst facilitates the given reaction. (1) The catalyst class is: 146. Reactant: [Cl:1][C:2]1[CH:8]=[C:7]([O:9][C:10]2[C:19]3[C:14](=[CH:15][C:16]([O:22][CH3:23])=[C:17]([O:20][CH3:21])[CH:18]=3)[N:13]=[CH:12][N:11]=2)[CH:6]=[CH:5][C:3]=1[NH2:4].C(N(CC)CC)C.ClC(Cl)(O[C:35](=[O:41])OC(Cl)(Cl)Cl)Cl.Cl.[NH2:44][C:45]1[S:49][N:48]=[C:47]([CH3:50])[CH:46]=1. Product: [Cl:1][C:2]1[CH:8]=[C:7]([O:9][C:10]2[C:19]3[C:14](=[CH:15][C:16]([O:22][CH3:23])=[C:17]([O:20][CH3:21])[CH:18]=3)[N:13]=[CH:12][N:11]=2)[CH:6]=[CH:5][C:3]=1[NH:4][C:35]([NH:44][C:45]1[S:49][N:48]=[C:47]([CH3:50])[CH:46]=1)=[O:41]. (2) Reactant: [C:1]1([C:7]2[CH:12]=[CH:11][C:10]([OH:13])=[CH:9][C:8]=2[CH3:14])[CH:6]=[CH:5][CH:4]=[CH:3][CH:2]=1.[C:15]([O:19][C:20]([N:22]1[CH2:27][CH2:26][CH:25]([C:28]2[CH:33]=[CH:32][C:31]([CH2:34]O)=[CH:30][CH:29]=2)[CH2:24][CH2:23]1)=[O:21])([CH3:18])([CH3:17])[CH3:16].C1C=CC(P(C2C=CC=CC=2)C2C=CC=CC=2)=CC=1. Product: [C:15]([O:19][C:20]([N:22]1[CH2:27][CH2:26][CH:25]([C:28]2[CH:33]=[CH:32][C:31]([CH2:34][O:13][C:10]3[CH:11]=[CH:12][C:7]([C:1]4[CH:2]=[CH:3][CH:4]=[CH:5][CH:6]=4)=[C:8]([CH3:14])[CH:9]=3)=[CH:30][CH:29]=2)[CH2:24][CH2:23]1)=[O:21])([CH3:18])([CH3:17])[CH3:16]. The catalyst class is: 1. (3) Reactant: [NH2:1][CH2:2][CH2:3][CH2:4][CH2:5][N:6]1[C:18]2[C:17]3[CH:16]=[CH:15][CH:14]=[CH:13][C:12]=3[N:11]=[C:10]([NH2:19])[C:9]=2[N:8]=[CH:7]1.[C:20]([C:28]1[CH:38]=[CH:37][C:31]([O:32][CH2:33][C:34](O)=[O:35])=[CH:30][CH:29]=1)(=[O:27])[C:21]1[CH:26]=[CH:25][CH:24]=[CH:23][CH:22]=1.Cl.CN(C)CCCN=C=NCC. Product: [NH2:19][C:10]1[C:9]2[N:8]=[CH:7][N:6]([CH2:5][CH2:4][CH2:3][CH2:2][NH:1][C:34](=[O:35])[CH2:33][O:32][C:31]3[CH:30]=[CH:29][C:28]([C:20](=[O:27])[C:21]4[CH:22]=[CH:23][CH:24]=[CH:25][CH:26]=4)=[CH:38][CH:37]=3)[C:18]=2[C:17]2[CH:16]=[CH:15][CH:14]=[CH:13][C:12]=2[N:11]=1. The catalyst class is: 17. (4) Reactant: [C:1]([C:3]1[C:12]2[C:7](=[CH:8][C:9]([O:13][CH3:14])=[CH:10][CH:11]=2)[CH:6]=[CH:5][C:4]=1[C:15]1[CH:24]=[CH:23][C:18]([C:19]([O:21][CH3:22])=[O:20])=[CH:17][CH:16]=1)#[N:2].[B-](F)(F)(F)[F:26].[B-](F)(F)(F)F.C1[N+]2(CCl)CC[N+](F)(CC2)C1. Product: [C:1]([C:3]1[C:12]2[C:7](=[C:8]([F:26])[C:9]([O:13][CH3:14])=[CH:10][CH:11]=2)[CH:6]=[CH:5][C:4]=1[C:15]1[CH:24]=[CH:23][C:18]([C:19]([O:21][CH3:22])=[O:20])=[CH:17][CH:16]=1)#[N:2]. The catalyst class is: 23. (5) Reactant: Br[CH2:2][CH2:3][CH2:4][CH2:5][CH2:6][CH2:7][CH2:8][CH2:9][O:10][C:11]1[CH:16]=[CH:15][CH:14]=[CH:13][C:12]=1[F:17].[I-:18].[Na+].C(OCCCCCCCCCCN)CCCCC. Product: [F:17][C:12]1[CH:13]=[CH:14][CH:15]=[CH:16][C:11]=1[O:10][CH2:9][CH2:8][CH2:7][CH2:6][CH2:5][CH2:4][CH2:3][CH2:2][I:18]. The catalyst class is: 21.